This data is from NCI-60 drug combinations with 297,098 pairs across 59 cell lines. The task is: Regression. Given two drug SMILES strings and cell line genomic features, predict the synergy score measuring deviation from expected non-interaction effect. Drug 1: C1CCN(CC1)CCOC2=CC=C(C=C2)C(=O)C3=C(SC4=C3C=CC(=C4)O)C5=CC=C(C=C5)O. Drug 2: CC1CCC2CC(C(=CC=CC=CC(CC(C(=O)C(C(C(=CC(C(=O)CC(OC(=O)C3CCCCN3C(=O)C(=O)C1(O2)O)C(C)CC4CCC(C(C4)OC)OCCO)C)C)O)OC)C)C)C)OC. Cell line: MDA-MB-231. Synergy scores: CSS=6.67, Synergy_ZIP=-4.45, Synergy_Bliss=-3.25, Synergy_Loewe=-16.8, Synergy_HSA=-5.25.